This data is from Full USPTO retrosynthesis dataset with 1.9M reactions from patents (1976-2016). The task is: Predict the reactants needed to synthesize the given product. (1) The reactants are: C(N(CC)CC)C.[F:8][C:9]1[C:14]([F:15])=[CH:13][CH:12]=[CH:11][C:10]=1[C@H:16]1[CH2:22][N:21]2[C:23]([CH2:26][C:27]([F:30])([F:29])[F:28])=[CH:24][N:25]=[C:20]2[C@H:19]([NH2:31])[CH2:18][CH2:17]1.Cl[C:33](OC1C=CC([N+]([O-])=O)=CC=1)=[O:34].[NH:45]1[CH2:50][CH2:49][CH:48]([N:51]2[CH2:55][C:54](=[O:56])[NH:53][C:52]2=[O:57])[CH2:47][CH2:46]1.C(=O)([O-])[O-].[Na+].[Na+]. Given the product [F:8][C:9]1[C:14]([F:15])=[CH:13][CH:12]=[CH:11][C:10]=1[C@H:16]1[CH2:22][N:21]2[C:23]([CH2:26][C:27]([F:30])([F:28])[F:29])=[CH:24][N:25]=[C:20]2[C@H:19]([NH:31][C:33]([N:45]2[CH2:46][CH2:47][CH:48]([N:51]3[CH2:55][C:54](=[O:56])[NH:53][C:52]3=[O:57])[CH2:49][CH2:50]2)=[O:34])[CH2:18][CH2:17]1, predict the reactants needed to synthesize it. (2) Given the product [CH3:1][O:2][C:3]1[CH:4]=[C:5]([C:11]2[CH:16]=[CH:15][CH:14]=[CH:13][CH:12]=2)[CH:6]=[CH:7][C:8]=1[CH2:9][Cl:21], predict the reactants needed to synthesize it. The reactants are: [CH3:1][O:2][C:3]1[CH:4]=[C:5]([C:11]2[CH:16]=[CH:15][CH:14]=[CH:13][CH:12]=2)[CH:6]=[CH:7][C:8]=1[CH2:9]O.CS([Cl:21])(=O)=O.C(N(CC)CC)C. (3) Given the product [CH3:10][C:2]1[CH:7]=[C:6]2[C:5](=[CH:4][CH:3]=1)[NH:8][C:15]1[CH2:16][CH:17]3[N:12]([CH3:11])[CH:13]([C:14]2=1)[CH2:21][CH2:19][CH2:18]3, predict the reactants needed to synthesize it. The reactants are: Cl.[C:2]1([CH3:10])[CH:7]=[CH:6][C:5]([NH:8]N)=[CH:4][CH:3]=1.[CH3:11][NH+:12]1[C@@H:17]2[CH2:18][C:19]([CH2:21][C@H:13]1[CH2:14][CH2:15][CH2:16]2)=O.S(=O)(=O)(O)O. (4) Given the product [CH:1]1([CH:7]([C:13]2[C:21]3[C:16](=[N:17][CH:18]=[CH:19][CH:20]=3)[NH:15][CH:14]=2)[CH2:8][CH2:9][NH:11][CH3:12])[CH2:2][CH2:3][CH2:4][CH2:5][CH2:6]1, predict the reactants needed to synthesize it. The reactants are: [CH:1]1([CH:7]([C:13]2[C:21]3[C:16](=[N:17][CH:18]=[CH:19][CH:20]=3)[NH:15][CH:14]=2)[CH2:8][C:9]([NH:11][CH3:12])=O)[CH2:6][CH2:5][CH2:4][CH2:3][CH2:2]1.[H-].[H-].[H-].[H-].[Li+].[Al+3]. (5) Given the product [CH3:3][N:4]1[CH:8]=[C:7]([NH:9][C:10]2[CH:11]=[C:19]([I:21])[C:18]([C:22]([F:25])([F:24])[F:23])=[CH:17][N:16]=2)[C:6]([CH3:13])=[N:5]1, predict the reactants needed to synthesize it. The reactants are: [H-].[Na+].[CH3:3][N:4]1[CH:8]=[C:7]([NH:9][C:10](=O)[CH3:11])[C:6]([CH3:13])=[N:5]1.ClC1C=[C:19]([I:21])[C:18]([C:22]([F:25])([F:24])[F:23])=[CH:17][N:16]=1.O.[OH-].[Li+]. (6) Given the product [NH2:18][CH2:17][CH2:16][C:15]1[CH:29]=[CH:30][C:12]([C@@H:10]([NH:9][C:5]2[N:4]=[C:3]([N:2]([CH3:1])[C:31]3[CH:36]=[CH:35][N:34]=[C:33]([C:37]4[CH:42]=[CH:41][CH:40]=[CH:39][CH:38]=4)[N:32]=3)[CH:8]=[CH:7][N:6]=2)[CH3:11])=[CH:13][CH:14]=1, predict the reactants needed to synthesize it. The reactants are: [CH3:1][N:2]([C:31]1[CH:36]=[CH:35][N:34]=[C:33]([C:37]2[CH:42]=[CH:41][CH:40]=[CH:39][CH:38]=2)[N:32]=1)[C:3]1[CH:8]=[CH:7][N:6]=[C:5]([NH:9][C@H:10]([C:12]2[CH:30]=[CH:29][C:15]([CH2:16][CH2:17][NH:18]C(=O)OCC3C=CC=CC=3)=[CH:14][CH:13]=2)[CH3:11])[N:4]=1. (7) Given the product [Cl:7][C:8]1[C:15]([F:16])=[CH:14][CH:13]=[CH:12][C:9]=1[CH2:10][NH2:11], predict the reactants needed to synthesize it. The reactants are: B.C1COCC1.[Cl:7][C:8]1[C:15]([F:16])=[CH:14][CH:13]=[CH:12][C:9]=1[C:10]#[N:11].Cl. (8) Given the product [C:37]([C:25]1[C:24]([O:23][CH3:22])=[C:33]([CH2:34][N:35]([CH3:36])[C:12](=[O:14])[CH:11]([N:9]([CH3:8])[CH3:10])[C:15]2[CH:20]=[CH:19][C:18]([F:21])=[CH:17][CH:16]=2)[C:32]2[C:27]([CH:26]=1)=[CH:28][CH:29]=[CH:30][CH:31]=2)#[N:38], predict the reactants needed to synthesize it. The reactants are: C(O)(C(F)(F)F)=O.[CH3:8][N:9]([CH:11]([C:15]1[CH:20]=[CH:19][C:18]([F:21])=[CH:17][CH:16]=1)[C:12]([OH:14])=O)[CH3:10].[CH3:22][O:23][C:24]1[C:25]([C:37]#[N:38])=[CH:26][C:27]2[C:32]([C:33]=1[CH2:34][NH:35][CH3:36])=[CH:31][CH:30]=[CH:29][CH:28]=2.C1C=CC2N(O)N=NC=2C=1.Cl.CN(C)CCCN=C=NCC.C(C(C(C)C)([NH-])C)(C)C.